From a dataset of Catalyst prediction with 721,799 reactions and 888 catalyst types from USPTO. Predict which catalyst facilitates the given reaction. (1) Reactant: C([O:3][C:4](=[O:28])[CH2:5][N:6]1[C:14]2[C:9](=[C:10]([NH:15][C:16](=[O:18])[CH3:17])[CH:11]=[CH:12][CH:13]=2)[C:8]([S:19][C:20]2[CH:25]=[CH:24][C:23]([Cl:26])=[CH:22][CH:21]=2)=[C:7]1[CH3:27])C.[OH-].[Na+].CC(CC(C)=O)C. Product: [C:16]([NH:15][CH:10]1[CH:11]=[CH:12][CH:13]=[C:14]2[C:9]1=[C:8]([S:19][C:20]1[CH:25]=[CH:24][C:23]([Cl:26])=[CH:22][CH:21]=1)[CH:7]([CH3:27])[N:6]2[CH2:5][C:4]([OH:28])=[O:3])(=[O:18])[CH3:17]. The catalyst class is: 259. (2) Reactant: [CH3:1][CH:2]1[CH2:7][CH2:6][NH:5][CH2:4][CH:3]1[NH:8][C:9](=[O:15])[O:10][C:11]([CH3:14])([CH3:13])[CH3:12].Cl[C:17]1[CH:22]=[CH:21][N:20]=[CH:19][C:18]=1[N+:23]([O-:25])=[O:24].CCN(C(C)C)C(C)C. Product: [CH3:1][CH:2]1[CH2:7][CH2:6][N:5]([C:17]2[CH:22]=[CH:21][N:20]=[CH:19][C:18]=2[N+:23]([O-:25])=[O:24])[CH2:4][CH:3]1[NH:8][C:9](=[O:15])[O:10][C:11]([CH3:14])([CH3:13])[CH3:12]. The catalyst class is: 41. (3) Reactant: O[C@@H:2]1[CH2:6][CH2:5][N:4]([C:7]([O:9][CH2:10][C:11]2[CH:16]=[CH:15][CH:14]=[CH:13][CH:12]=2)=[O:8])[CH2:3]1.[C:17]1([CH3:27])[CH:22]=[CH:21][C:20]([S:23](Cl)(=[O:25])=[O:24])=[CH:19][CH:18]=1.C(N(CC)CC)C. Product: [S:23]([C@@H:2]1[CH2:6][CH2:5][N:4]([C:7]([O:9][CH2:10][C:11]2[CH:16]=[CH:15][CH:14]=[CH:13][CH:12]=2)=[O:8])[CH2:3]1)([C:20]1[CH:21]=[CH:22][C:17]([CH3:27])=[CH:18][CH:19]=1)(=[O:25])=[O:24]. The catalyst class is: 2. (4) Reactant: [C:1]1([CH3:20])[CH:6]=[CH:5][C:4]([C:7]2[O:8][C:9]([C:16]([F:19])([F:18])[F:17])=[C:10]([CH2:12][CH2:13][CH2:14][OH:15])[N:11]=2)=[CH:3][CH:2]=1.C(N(CC)CC)C.[C:28]1([CH3:38])[CH:33]=[CH:32][C:31]([S:34](Cl)(=[O:36])=[O:35])=[CH:30][CH:29]=1.C(OCC)(=O)C. The catalyst class is: 112. Product: [C:28]1([CH3:38])[CH:33]=[CH:32][C:31]([S:34]([O:15][CH2:14][CH2:13][CH2:12][C:10]2[N:11]=[C:7]([C:4]3[CH:5]=[CH:6][C:1]([CH3:20])=[CH:2][CH:3]=3)[O:8][C:9]=2[C:16]([F:18])([F:19])[F:17])(=[O:36])=[O:35])=[CH:30][CH:29]=1. (5) Reactant: [C:1]1(/[CH:7]=[CH:8]/[C:9]2[CH:14]=[CH:13][CH:12]=[CH:11][CH:10]=2)[CH:6]=[CH:5][CH:4]=[CH:3][CH:2]=1. Product: [C:1]1([CH:7]=[CH:8][C:9]2[CH:10]=[CH:11][CH:12]=[CH:13][CH:14]=2)[CH:6]=[CH:5][CH:4]=[CH:3][CH:2]=1. The catalyst class is: 5. (6) Reactant: C[O:2][C:3]1[CH:11]=[C:10]([CH2:12][CH2:13][CH2:14][CH2:15][CH2:16][CH2:17][CH2:18][CH2:19][CH3:20])[CH:9]=[CH:8][C:4]=1[C:5]([OH:7])=[O:6].CCO.O.B(Br)(Br)Br. Product: [CH2:12]([C:10]1[CH:11]=[C:3]([OH:2])[C:4](=[CH:8][CH:9]=1)[C:5]([OH:7])=[O:6])[CH2:13][CH2:14][CH2:15][CH2:16][CH2:17][CH2:18][CH2:19][CH3:20]. The catalyst class is: 33. (7) Reactant: C(O[BH-](OC(=O)C)OC(=O)C)(=O)C.[Na+].[CH2:15]([O:17][CH:18]([O:21][CH2:22][CH3:23])[CH2:19][NH2:20])[CH3:16].[O:24]1[CH2:29][CH2:28][C:27](=O)[CH2:26][CH2:25]1.C(=O)(O)[O-].[Na+]. Product: [CH2:15]([O:17][CH:18]([O:21][CH2:22][CH3:23])[CH2:19][NH:20][CH:27]1[CH2:28][CH2:29][O:24][CH2:25][CH2:26]1)[CH3:16]. The catalyst class is: 46.